Task: Predict the product of the given reaction.. Dataset: Forward reaction prediction with 1.9M reactions from USPTO patents (1976-2016) (1) Given the reactants Br[C:2]1[CH:10]=[CH:9][C:5]([C:6]([OH:8])=[O:7])=[CH:4][C:3]=1[CH3:11].[H-].[Na+].C([Li])(C)(C)C.CN([CH:22]=[O:23])C, predict the reaction product. The product is: [CH:22]([C:2]1[CH:10]=[CH:9][C:5]([C:6]([OH:8])=[O:7])=[CH:4][C:3]=1[CH3:11])=[O:23]. (2) The product is: [C:9]([O:8][C:6](=[O:7])[NH:13][C:14]1[S:15][C:2]([CH:3]([OH:30])[CH2:4][C:22]2[CH:23]=[CH:24][CH:25]=[CH:26][C:21]=2[O:20][CH3:19])=[CH:1][N:18]=1)([CH3:10])([CH3:11])[CH3:12]. Given the reactants [CH2:1]([Li])[CH2:2][CH2:3][CH3:4].[C:6]([N:13]1C=C[S:15][CH:14]1[NH2:18])([O:8][C:9]([CH3:12])([CH3:11])[CH3:10])=[O:7].[CH3:19][O:20][C:21]1[CH:26]=[CH:25][CH:24]=[CH:23][C:22]=1CC=O.[O:30]1CCCC1, predict the reaction product.